This data is from NCI-60 drug combinations with 297,098 pairs across 59 cell lines. The task is: Regression. Given two drug SMILES strings and cell line genomic features, predict the synergy score measuring deviation from expected non-interaction effect. Drug 1: CC1CC2C3CCC4=CC(=O)C=CC4(C3(C(CC2(C1(C(=O)CO)O)C)O)F)C. Drug 2: COCCOC1=C(C=C2C(=C1)C(=NC=N2)NC3=CC=CC(=C3)C#C)OCCOC. Cell line: HT29. Synergy scores: CSS=33.6, Synergy_ZIP=5.04, Synergy_Bliss=6.18, Synergy_Loewe=-18.1, Synergy_HSA=5.63.